Dataset: Reaction yield outcomes from USPTO patents with 853,638 reactions. Task: Predict the reaction yield, written as a fraction of the theoretical maximum amount of product (1.0 means a 100% yield; for example, 0.34 means a 34% yield). (1) The yield is 0.530. The reactants are [CH:1]([C:4]1[CH:9]=[CH:8][C:7]([CH:10]2[C:14]3[C:15]([CH3:30])=[C:16]([NH:21][C:22](=O)[O:23]CC(Cl)(Cl)Cl)[C:17]([CH3:20])=[C:18]([CH3:19])[C:13]=3[O:12][CH2:11]2)=[CH:6][CH:5]=1)([CH3:3])[CH3:2].[CH2:31]([NH2:34])[CH2:32][CH3:33]. The product is [CH:1]([C:4]1[CH:9]=[CH:8][C:7]([CH:10]2[C:14]3[C:15]([CH3:30])=[C:16]([NH:21][C:22]([NH:34][CH2:31][CH2:32][CH3:33])=[O:23])[C:17]([CH3:20])=[C:18]([CH3:19])[C:13]=3[O:12][CH2:11]2)=[CH:6][CH:5]=1)([CH3:2])[CH3:3]. The catalyst is CCCCCC.C(OCC)(=O)C. (2) The reactants are [NH:1]1[CH:5]=[C:4]([C:6]2[C:7]3[CH:14]=[CH:13][N:12]([CH2:15][O:16][CH2:17][CH2:18][Si:19]([CH3:22])([CH3:21])[CH3:20])[C:8]=3[N:9]=[CH:10][N:11]=2)[CH:3]=[N:2]1.C(#N)C.[CH2:26]([O:28][CH:29]([O:39][CH2:40][CH3:41])[C:30]1[S:34][CH:33]=[C:32](/[CH:35]=[CH:36]/[C:37]#[N:38])[CH:31]=1)[CH3:27].C1CCN2C(=NCCC2)CC1. The catalyst is O. The product is [CH2:26]([O:28][CH:29]([O:39][CH2:40][CH3:41])[C:30]1[S:34][CH:33]=[C:32]([CH:35]([N:1]2[CH:5]=[C:4]([C:6]3[C:7]4[CH:14]=[CH:13][N:12]([CH2:15][O:16][CH2:17][CH2:18][Si:19]([CH3:22])([CH3:21])[CH3:20])[C:8]=4[N:9]=[CH:10][N:11]=3)[CH:3]=[N:2]2)[CH2:36][C:37]#[N:38])[CH:31]=1)[CH3:27]. The yield is 0.430.